This data is from Forward reaction prediction with 1.9M reactions from USPTO patents (1976-2016). The task is: Predict the product of the given reaction. (1) Given the reactants [C:1]([O:4][C:5]1[CH:6]=[C:7]2[C:12](=[CH:13][C:14]=1[O:15][CH3:16])[N:11]=[CH:10][NH:9][C:8]2=O)(=[O:3])[CH3:2].S(Cl)([Cl:20])=O, predict the reaction product. The product is: [C:1]([O:4][C:5]1[CH:6]=[C:7]2[C:12](=[CH:13][C:14]=1[O:15][CH3:16])[N:11]=[CH:10][N:9]=[C:8]2[Cl:20])(=[O:3])[CH3:2]. (2) Given the reactants [F:1][C:2]([F:13])([F:12])[C:3]1[C:4]2[CH2:11][O:10][CH2:9][CH2:8][C:5]=2[NH:6][N:7]=1.Cl[CH2:15][C:16]([N:18]1[CH2:23][CH2:22][CH2:21][C:20]2[N:24]([C:27]3[CH:32]=[CH:31][C:30]([F:33])=[CH:29][CH:28]=3)[N:25]=[CH:26][C:19]1=2)=[O:17].C([O-])([O-])=O.[K+].[K+], predict the reaction product. The product is: [F:33][C:30]1[CH:31]=[CH:32][C:27]([N:24]2[C:20]3[CH2:21][CH2:22][CH2:23][N:18]([C:16](=[O:17])[CH2:15][N:6]4[C:5]5[CH2:8][CH2:9][O:10][CH2:11][C:4]=5[C:3]([C:2]([F:12])([F:1])[F:13])=[N:7]4)[C:19]=3[CH:26]=[N:25]2)=[CH:28][CH:29]=1.